This data is from Catalyst prediction with 721,799 reactions and 888 catalyst types from USPTO. The task is: Predict which catalyst facilitates the given reaction. (1) Reactant: [C:1]([O:5][C:6](=[O:22])[NH:7][CH:8]1[CH2:13][CH2:12][C:11]([C:14]2[C:19]([CH3:20])=[CH:18][C:17]([Br:21])=[CH:16][N:15]=2)=[CH:10][CH2:9]1)([CH3:4])([CH3:3])[CH3:2].[H-].[Na+].[CH3:25]I.O. Product: [C:1]([O:5][C:6](=[O:22])[N:7]([CH:8]1[CH2:13][CH2:12][C:11]([C:14]2[C:19]([CH3:20])=[CH:18][C:17]([Br:21])=[CH:16][N:15]=2)=[CH:10][CH2:9]1)[CH3:25])([CH3:4])([CH3:2])[CH3:3]. The catalyst class is: 9. (2) Reactant: [K+:1].[C:2]1([C:24]2[CH:29]=[CH:28][CH:27]=[CH:26][CH:25]=2)[CH:7]=[CH:6][C:5]([CH2:8][C@@H:9]([NH:16][C:17]([O:19][C:20]([CH3:23])([CH3:22])[CH3:21])=[O:18])[CH2:10][C:11](=[CH2:15])[C:12]([O-:14])=[O:13])=[CH:4][CH:3]=1.[H][H]. Product: [K+:1].[C:2]1([C:24]2[CH:25]=[CH:26][CH:27]=[CH:28][CH:29]=2)[CH:3]=[CH:4][C:5]([CH2:8][C@@H:9]([NH:16][C:17]([O:19][C:20]([CH3:23])([CH3:21])[CH3:22])=[O:18])[CH2:10][C@@H:11]([CH3:15])[C:12]([O-:14])=[O:13])=[CH:6][CH:7]=1. The catalyst class is: 63. (3) Reactant: [C:1]([NH:4][C@@H:5]1[C@@H:10]([NH:11][C:12]([NH:21]C(OC(C)(C)C)=O)=[N:13]C(OC(C)(C)C)=O)[CH2:9][C:8]([P:29]([O:34]CC)(=[O:33])[O:30][CH2:31][CH3:32])=[CH:7][C@H:6]1[O:37][CH:38]([CH2:41][CH3:42])[CH2:39][CH3:40])(=[O:3])[CH3:2].C([O-])(=O)C.[Na+]. Product: [NH4+:4].[C:1]([NH:4][C@@H:5]1[C@@H:10]([NH:11][C:12]([NH2:21])=[NH:13])[CH2:9][C:8]([P:29]([O:30][CH2:31][CH3:32])(=[O:33])[O-:34])=[CH:7][C@H:6]1[O:37][CH:38]([CH2:41][CH3:42])[CH2:39][CH3:40])(=[O:3])[CH3:2]. The catalyst class is: 8.